Predict which catalyst facilitates the given reaction. From a dataset of Catalyst prediction with 721,799 reactions and 888 catalyst types from USPTO. (1) Reactant: [Cl:1][C:2]1[C:7]([CH3:8])=[CH:6][C:5]([N+:9]([O-:11])=[O:10])=[CH:4][N:3]=1.NC(N)=[O:14].OO.FC(F)(F)C(OC(=O)C(F)(F)F)=O.S(S([O-])=O)([O-])=O.[Na+].[Na+]. Product: [Cl:1][C:2]1[C:7]([CH3:8])=[CH:6][C:5]([N+:9]([O-:11])=[O:10])=[CH:4][N+:3]=1[O-:14]. The catalyst class is: 10. (2) Product: [Cl:1][C:2]1[C:3]([C:10]([F:12])([F:13])[F:11])=[C:4]([CH2:5][OH:6])[CH:7]=[CH:8][N:9]=1. The catalyst class is: 5. Reactant: [Cl:1][C:2]1[C:3]([C:10]([F:13])([F:12])[F:11])=[C:4]([CH:7]=[CH:8][N:9]=1)[CH:5]=[O:6].[BH4-].[Na+]. (3) Reactant: [CH2:1]1[C:4]2([CH2:7][N:6]([C:8]3[CH:9]=[C:10]([NH:14][C:15]4[C:16]5[N:24]=[CH:23][S:22][C:17]=5[N:18]=[C:19](Cl)[N:20]=4)[CH:11]=[CH:12][CH:13]=3)[CH2:5]2)[CH2:3][O:2]1.CC1(C)C(C)(C)OB([C:33]2[CH:34]=[C:35]([CH:40]=[CH:41][CH:42]=2)[C:36]([O:38][CH3:39])=[O:37])O1.C([O-])([O-])=O.[Na+].[Na+]. Product: [CH2:1]1[C:4]2([CH2:7][N:6]([C:8]3[CH:9]=[C:10]([NH:14][C:15]4[C:16]5[N:24]=[CH:23][S:22][C:17]=5[N:18]=[C:19]([C:33]5[CH:34]=[C:35]([CH:40]=[CH:41][CH:42]=5)[C:36]([O:38][CH3:39])=[O:37])[N:20]=4)[CH:11]=[CH:12][CH:13]=3)[CH2:5]2)[CH2:3][O:2]1. The catalyst class is: 70. (4) Reactant: [CH:1]([N:4]1[CH2:9][CH2:8][CH:7]([C:10]([O:12]CC)=[O:11])[CH2:6][CH2:5]1)([CH3:3])[CH3:2].[OH-].[Na+].Cl. Product: [CH:1]([N:4]1[CH2:5][CH2:6][CH:7]([C:10]([OH:12])=[O:11])[CH2:8][CH2:9]1)([CH3:3])[CH3:2]. The catalyst class is: 8. (5) Reactant: [Br:1][C:2]1[CH:3]=[C:4]([CH:25]=[CH:26][CH:27]=1)[CH2:5][N:6]1[C:14]2[C:13](=[O:15])[N:12]([CH3:16])[C:11](=[O:17])[N:10]([CH3:18])[C:9]=2[N:8]=[C:7]1[CH2:19][C:20](OCC)=[O:21].[BH4-].[Na+].CO.Cl. Product: [Br:1][C:2]1[CH:3]=[C:4]([CH:25]=[CH:26][CH:27]=1)[CH2:5][N:6]1[C:14]2[C:13](=[O:15])[N:12]([CH3:16])[C:11](=[O:17])[N:10]([CH3:18])[C:9]=2[N:8]=[C:7]1[CH2:19][CH2:20][OH:21]. The catalyst class is: 20. (6) Reactant: Br[CH2:2][CH2:3][O:4][CH2:5][CH2:6]Br.C(N(C(C)C)CC)(C)C.CN(C)C(=O)C.[NH2:23][C:24]1[CH:32]=[C:27]2[CH:28]=[CH:29][CH:30]=[CH:31][N:26]2[N:25]=1. Product: [N:23]1([C:24]2[CH:32]=[C:27]3[CH:28]=[CH:29][CH:30]=[CH:31][N:26]3[N:25]=2)[CH2:6][CH2:5][O:4][CH2:3][CH2:2]1. The catalyst class is: 13.